This data is from Forward reaction prediction with 1.9M reactions from USPTO patents (1976-2016). The task is: Predict the product of the given reaction. (1) Given the reactants Cl.[O:2]=[C:3]1[NH:11][C:6]2=[N:7][CH:8]=[CH:9][CH:10]=[C:5]2[C:4]21[CH2:19][C:18]1[C:13](=[CH:14][CH:15]=[C:16]([NH:20][C:21]3[N:26]=[CH:25][N:24]=[C:23]([C:27](O)=[O:28])[CH:22]=3)[CH:17]=1)[CH2:12]2.[NH:30]1[C:38]2[C:33](=[CH:34][CH:35]=[CH:36][CH:37]=2)[CH:32]([CH2:39][OH:40])[CH2:31]1.CN(C(ON1N=NC2C=CC=CC1=2)=[N+](C)C)C.[B-](F)(F)(F)F, predict the reaction product. The product is: [OH:40][CH2:39][CH:32]1[C:33]2[C:38](=[CH:37][CH:36]=[CH:35][CH:34]=2)[N:30]([C:27]([C:23]2[N:24]=[CH:25][N:26]=[C:21]([NH:20][C:16]3[CH:17]=[C:18]4[C:13](=[CH:14][CH:15]=3)[CH2:12][C:4]3([C:5]5[C:6](=[N:7][CH:8]=[CH:9][CH:10]=5)[NH:11][C:3]3=[O:2])[CH2:19]4)[CH:22]=2)=[O:28])[CH2:31]1. (2) Given the reactants [C:1]([O:5][C:6]([NH:8][CH:9]([C:13]1[CH:18]=[CH:17][CH:16]=[CH:15][CH:14]=1)[C:10]([OH:12])=O)=[O:7])([CH3:4])([CH3:3])[CH3:2].CN1CCOCC1.C(OC(Cl)=O)C(C)C.[NH2:34][C:35]1[C:36]([CH3:41])=[CH:37][CH:38]=[CH:39][CH:40]=1, predict the reaction product. The product is: [CH3:41][C:36]1[CH:37]=[CH:38][CH:39]=[CH:40][C:35]=1[NH:34][C:10]([CH:9]([NH:8][C:6](=[O:7])[O:5][C:1]([CH3:2])([CH3:3])[CH3:4])[C:13]1[CH:18]=[CH:17][CH:16]=[CH:15][CH:14]=1)=[O:12]. (3) Given the reactants Cl[C:2]1[CH:3]=[C:4]2[N:11]([CH3:12])[CH2:10][CH2:9][N:5]2[C:6](=[O:8])[N:7]=1.[Cl:13][C:14]1[CH:28]=[CH:27][C:17]([O:18][C:19]2[CH:24]=[CH:23][C:22]([CH2:25][OH:26])=[CH:21][CH:20]=2)=[CH:16][C:15]=1[C:29]([F:32])([F:31])[F:30], predict the reaction product. The product is: [Cl:13][C:14]1[CH:28]=[CH:27][C:17]([O:18][C:19]2[CH:20]=[CH:21][C:22]([CH2:25][O:26][C:2]3[CH:3]=[C:4]4[N:11]([CH3:12])[CH2:10][CH2:9][N:5]4[C:6](=[O:8])[N:7]=3)=[CH:23][CH:24]=2)=[CH:16][C:15]=1[C:29]([F:30])([F:31])[F:32]. (4) Given the reactants [CH:1]1([CH2:7][S:8]([NH:11][CH2:12][CH2:13][CH2:14][CH2:15][N:16]2[CH2:21][CH2:20][NH:19][CH2:18][CH2:17]2)(=[O:10])=[O:9])[CH2:6][CH2:5][CH2:4][CH2:3][CH2:2]1.Cl[C:23]1[CH:28]=[CH:27][CH:26]=[C:25]([N+:29]([O-:31])=[O:30])[N:24]=1.C(N(C(C)C)CC)(C)C, predict the reaction product. The product is: [CH:1]1([CH2:7][S:8]([NH:11][CH2:12][CH2:13][CH2:14][CH2:15][N:16]2[CH2:21][CH2:20][N:19]([C:23]3[CH:28]=[CH:27][CH:26]=[C:25]([N+:29]([O-:31])=[O:30])[N:24]=3)[CH2:18][CH2:17]2)(=[O:10])=[O:9])[CH2:6][CH2:5][CH2:4][CH2:3][CH2:2]1.